From a dataset of Reaction yield outcomes from USPTO patents with 853,638 reactions. Predict the reaction yield, written as a fraction of the theoretical maximum amount of product (1.0 means a 100% yield; for example, 0.34 means a 34% yield). (1) The reactants are [Br:1][C:2]1[CH:11]=[CH:10][C:9]2[O:8][C@H:7]3[CH2:12][CH2:13][CH2:14][O:15][C@@H:6]3[C@:5]3([C:19](=[O:20])[N:18]([CH3:21])[C:17](=S)[NH:16]3)[C:4]=2[CH:3]=1.CO.C(OO)(C)(C)C.[OH-].[NH4+:32]. The catalyst is CCOC(C)=O. The product is [NH2:32][C:17]1[N:18]([CH3:21])[C:19](=[O:20])[C@:5]2([N:16]=1)[C:4]1[CH:3]=[C:2]([Br:1])[CH:11]=[CH:10][C:9]=1[O:8][C@H:7]1[CH2:12][CH2:13][CH2:14][O:15][C@H:6]21. The yield is 0.370. (2) The reactants are [CH3:1][O:2][C:3](=[O:38])[C@@H:4]([NH:14][C:15]([C:17]1[C:18]([CH3:37])=[N:19][C:20]([NH:24][CH2:25][CH2:26][CH2:27][C:28]2[CH:36]=[CH:35][CH:34]=[C:33]3[C:29]=2[CH:30]=[N:31][NH:32]3)=[N:21][C:22]=1[CH3:23])=[O:16])[CH2:5][NH:6]C(OC(C)(C)C)=O.[ClH:39]. The catalyst is CO.O1CCOCC1. The product is [ClH:39].[CH3:1][O:2][C:3](=[O:38])[C@@H:4]([NH:14][C:15]([C:17]1[C:18]([CH3:37])=[N:19][C:20]([NH:24][CH2:25][CH2:26][CH2:27][C:28]2[CH:36]=[CH:35][CH:34]=[C:33]3[C:29]=2[CH:30]=[N:31][NH:32]3)=[N:21][C:22]=1[CH3:23])=[O:16])[CH2:5][NH2:6]. The yield is 0.980.